Regression. Given a peptide amino acid sequence and an MHC pseudo amino acid sequence, predict their binding affinity value. This is MHC class I binding data. From a dataset of Peptide-MHC class I binding affinity with 185,985 pairs from IEDB/IMGT. (1) The peptide sequence is LRIVIYIVQML. The MHC is Mamu-B03 with pseudo-sequence Mamu-B03. The binding affinity (normalized) is 0.178. (2) The MHC is HLA-A33:01 with pseudo-sequence HLA-A33:01. The peptide sequence is AQPLPQRQK. The binding affinity (normalized) is 0. (3) The peptide sequence is LTFKGPGAWA. The MHC is HLA-A02:01 with pseudo-sequence HLA-A02:01. The binding affinity (normalized) is 0.0130. (4) The peptide sequence is GLPESTPSL. The MHC is HLA-A02:06 with pseudo-sequence HLA-A02:06. The binding affinity (normalized) is 0.756. (5) The peptide sequence is TVYPKTHYV. The MHC is HLA-A02:03 with pseudo-sequence HLA-A02:03. The binding affinity (normalized) is 0.894. (6) The peptide sequence is GNGCFEFYH. The MHC is HLA-A11:01 with pseudo-sequence HLA-A11:01. The binding affinity (normalized) is 0.223. (7) The peptide sequence is TVQEFIFSA. The MHC is HLA-A02:01 with pseudo-sequence HLA-A02:01. The binding affinity (normalized) is 0.500.